From a dataset of Reaction yield outcomes from USPTO patents with 853,638 reactions. Predict the reaction yield, written as a fraction of the theoretical maximum amount of product (1.0 means a 100% yield; for example, 0.34 means a 34% yield). (1) The reactants are [CH2:1]([S:5][C:6]1[N:14]=[C:13]2[C:9]([N:10]=[CH:11][N:12]2[C@@H:15]2[O:27][C@H:26]([CH2:28][O:29]C(=O)C)[C@@H:21]([O:22]C(=O)C)[C@H:16]2[O:17]C(=O)C)=[C:8](Cl)[N:7]=1)[CH2:2][CH2:3][CH3:4].[O:34]([C:36]1[CH:41]=[CH:40][C:39]([CH2:42][CH2:43][NH2:44])=[CH:38][CH:37]=1)[CH3:35]. No catalyst specified. The product is [CH2:1]([S:5][C:6]1[N:14]=[C:13]2[C:9]([N:10]=[CH:11][N:12]2[C@@H:15]2[O:27][C@H:26]([CH2:28][OH:29])[C@@H:21]([OH:22])[C@H:16]2[OH:17])=[C:8]([NH:44][CH2:43][CH2:42][C:39]2[CH:40]=[CH:41][C:36]([O:34][CH3:35])=[CH:37][CH:38]=2)[N:7]=1)[CH2:2][CH2:3][CH3:4]. The yield is 0.800. (2) The reactants are C[N:2](C)[CH:3]=[CH:4][C:5]([C:7]1[C:12](=[O:13])[CH:11]=[CH:10][N:9]([C:14]2[CH:19]=[CH:18][CH:17]=[C:16]([CH3:20])[CH:15]=2)[N:8]=1)=O.[C:22]1([NH:28]N)[CH:27]=[CH:26][CH:25]=[CH:24][CH:23]=1. The catalyst is CO. The product is [CH3:20][C:16]1[CH:15]=[C:14]([N:9]2[CH:10]=[CH:11][C:12](=[O:13])[C:7]([C:5]3[N:28]([C:22]4[CH:27]=[CH:26][CH:25]=[CH:24][CH:23]=4)[N:2]=[CH:3][CH:4]=3)=[N:8]2)[CH:19]=[CH:18][CH:17]=1. The yield is 0.0700.